Dataset: Reaction yield outcomes from USPTO patents with 853,638 reactions. Task: Predict the reaction yield, written as a fraction of the theoretical maximum amount of product (1.0 means a 100% yield; for example, 0.34 means a 34% yield). (1) The yield is 0.500. The product is [Br:6][C:7]1[CH:21]=[C:20]([O:22][CH3:23])[CH:19]=[C:18]2[C:8]=1[O:9][C:10]([C:11]([O:13][CH2:24][CH3:25])=[O:12])=[CH:14][C:15]2=[O:17]. No catalyst specified. The reactants are S(=O)(=O)(O)O.[Br:6][C:7]1[CH:21]=[C:20]([O:22][CH3:23])[CH:19]=[CH:18][C:8]=1[O:9]/[C:10](=[CH:14]\[C:15]([OH:17])=O)/[C:11]([OH:13])=[O:12].[CH2:24](O)[CH3:25]. (2) The reactants are [N:1]1[CH:6]=[CH:5][CH:4]=[C:3]([S:7]([NH2:10])(=[O:9])=[O:8])[CH:2]=1.[H-].[Na+].[C:13](=O)([O:39]C1C=CC=CC=1)[O:14][CH2:15][CH2:16][C:17]1[CH:22]=[CH:21][C:20]([N:23]2[C:27]3[CH:28]=[C:29]([Cl:36])[C:30]([C:32]([F:35])([F:34])[F:33])=[CH:31][C:26]=3[N:25]=[C:24]2[CH2:37][CH3:38])=[CH:19][CH:18]=1. The catalyst is CN(C=O)C.C(OCC)(=O)C. The product is [Cl:36][C:29]1[C:30]([C:32]([F:34])([F:33])[F:35])=[CH:31][C:26]2[N:25]=[C:24]([CH2:37][CH3:38])[N:23]([C:20]3[CH:19]=[CH:18][C:17]([CH2:16][CH2:15][O:14][C:13](=[O:39])[NH:10][S:7]([C:3]4[CH:2]=[N:1][CH:6]=[CH:5][CH:4]=4)(=[O:9])=[O:8])=[CH:22][CH:21]=3)[C:27]=2[CH:28]=1. The yield is 0.190. (3) The reactants are [N+:1]([C:4]1[CH:5]=[N:6][C:7]([NH2:10])=[N:8][CH:9]=1)([O-:3])=[O:2].Br[C:12]1[CH:13]=[CH:14][C:15]([C:18]([N:20]2[CH2:25][CH2:24][N:23]([CH2:26][CH2:27][OH:28])[CH2:22][CH2:21]2)=[O:19])=[N:16][CH:17]=1.CC1(C)C2C(=C(P(C3C=CC=CC=3)C3C=CC=CC=3)C=CC=2)OC2C(P(C3C=CC=CC=3)C3C=CC=CC=3)=CC=CC1=2. The catalyst is O1CCOCC1.CC([O-])=O.CC([O-])=O.[Pd+2]. The product is [OH:28][CH2:27][CH2:26][N:23]1[CH2:22][CH2:21][N:20]([C:18]([C:15]2[CH:14]=[CH:13][C:12]([NH:10][C:7]3[N:8]=[CH:9][C:4]([N+:1]([O-:3])=[O:2])=[CH:5][N:6]=3)=[CH:17][N:16]=2)=[O:19])[CH2:25][CH2:24]1. The yield is 0.400. (4) The reactants are Cl[C:2]1[N:3]=[C:4]([OH:12])[C:5]2[CH:11]=[CH:10][N:9]=[CH:8][C:6]=2[N:7]=1.[CH3:13][N:14]1[C:22]2[C:17](=[CH:18][C:19]([OH:23])=[CH:20][CH:21]=2)[CH:16]=[CH:15]1. The product is [CH3:13][N:14]1[C:22]2[C:17](=[CH:18][C:19]([O:23][C:2]3[N:3]=[C:4]([OH:12])[C:5]4[CH:11]=[CH:10][N:9]=[CH:8][C:6]=4[N:7]=3)=[CH:20][CH:21]=2)[CH:16]=[CH:15]1. The yield is 0.0250. No catalyst specified. (5) The reactants are [F:1][C:2]1[CH:19]=[C:18]([I:20])[CH:17]=[CH:16][C:3]=1[NH:4][C:5]1[C:6]([C:13]([OH:15])=O)=[CH:7][N:8]([CH3:12])[C:9](=[O:11])[CH:10]=1.C1N=CN(C(N2C=NC=C2)=O)C=1.[NH2:33][CH:34]([CH3:37])[CH2:35][OH:36]. The catalyst is C1COCC1.CN(C=O)C. The product is [F:1][C:2]1[CH:19]=[C:18]([I:20])[CH:17]=[CH:16][C:3]=1[NH:4][C:5]1[C:6]([C:13]([NH:33][CH:34]([CH3:37])[CH2:35][OH:36])=[O:15])=[CH:7][N:8]([CH3:12])[C:9](=[O:11])[CH:10]=1. The yield is 0.400. (6) The reactants are Cl.[NH2:2][CH2:3][C:4]([C:6]1[CH:11]=[CH:10][CH:9]=[CH:8][CH:7]=1)=[O:5].C(N(CC)CC)C.Cl[CH2:20][CH2:21][S:22](Cl)(=[O:24])=[O:23].Cl. The catalyst is ClCCl. The product is [CH:21]([S:22]([NH:2][CH2:3][C:4]([C:6]1[CH:11]=[CH:10][CH:9]=[CH:8][CH:7]=1)=[O:5])(=[O:24])=[O:23])=[CH2:20]. The yield is 0.320. (7) The reactants are [Cl:1][C:2]1[C:38]([C:39]([F:42])([F:41])[F:40])=[CH:37][CH:36]=[CH:35][C:3]=1[CH2:4][N:5]([CH2:21][CH:22]([C:29]1[CH:34]=[CH:33][CH:32]=[CH:31][CH:30]=1)[C:23]1[CH:28]=[CH:27][CH:26]=[CH:25][CH:24]=1)[CH2:6][CH2:7][CH2:8][O:9][C:10]1[CH:11]=[C:12]([CH2:16][C:17]([O:19]C)=[O:18])[CH:13]=[CH:14][CH:15]=1.[Li+].[OH-].CC(O)=O.Cl.CCOCC. The catalyst is O1CCCC1.O.CCOCC.O.CCOC(C)=O. The product is [ClH:1].[Cl:1][C:2]1[C:38]([C:39]([F:40])([F:41])[F:42])=[CH:37][CH:36]=[CH:35][C:3]=1[CH2:4][N:5]([CH2:21][CH:22]([C:23]1[CH:24]=[CH:25][CH:26]=[CH:27][CH:28]=1)[C:29]1[CH:34]=[CH:33][CH:32]=[CH:31][CH:30]=1)[CH2:6][CH2:7][CH2:8][O:9][C:10]1[CH:11]=[C:12]([CH2:16][C:17]([OH:19])=[O:18])[CH:13]=[CH:14][CH:15]=1. The yield is 0.560.